Regression. Given a peptide amino acid sequence and an MHC pseudo amino acid sequence, predict their binding affinity value. This is MHC class I binding data. From a dataset of Peptide-MHC class I binding affinity with 185,985 pairs from IEDB/IMGT. (1) The peptide sequence is IVHVDHECF. The MHC is HLA-A68:02 with pseudo-sequence HLA-A68:02. The binding affinity (normalized) is 0.0847. (2) The peptide sequence is RPVGISSMV. The MHC is HLA-A26:01 with pseudo-sequence HLA-A26:01. The binding affinity (normalized) is 0.0847. (3) The peptide sequence is SPPITWPLL. The MHC is HLA-B53:01 with pseudo-sequence HLA-B53:01. The binding affinity (normalized) is 0.0641.